This data is from Forward reaction prediction with 1.9M reactions from USPTO patents (1976-2016). The task is: Predict the product of the given reaction. (1) The product is: [Cl:2][C:3]1[S:7][C:6]2[C:8]3([O:14][CH2:15][C:16]([F:17])([F:18])[C:5]=2[CH:4]=1)[CH2:9][CH2:10][N:11]([CH2:40][C:38]1[C:37]([CH3:42])=[N:36][N:35]([C:28]2[C:27]([F:26])=[CH:34][CH:33]=[CH:32][C:29]=2[C:30]#[N:31])[CH:39]=1)[CH2:12][CH2:13]3. Given the reactants Cl.[Cl:2][C:3]1[S:7][C:6]2[C:8]3([O:14][CH2:15][C:16]([F:18])([F:17])[C:5]=2[CH:4]=1)[CH2:13][CH2:12][NH:11][CH2:10][CH2:9]3.C(N(CC)CC)C.[F:26][C:27]1[C:28]([N:35]2[CH:39]=[C:38]([CH:40]=O)[C:37]([CH3:42])=[N:36]2)=[C:29]([CH:32]=[CH:33][CH:34]=1)[C:30]#[N:31].C(O[BH-](OC(=O)C)OC(=O)C)(=O)C.[Na+], predict the reaction product. (2) Given the reactants [N:1]1([C:7]2[N:12]=[CH:11][NH:10][C:9](=[O:13])[CH:8]=2)[CH2:6][CH2:5][NH:4][CH2:3][CH2:2]1.[Br:14][C:15]1[CH:22]=[C:19]([CH:20]=O)[C:18]([OH:23])=[CH:17][CH:16]=1, predict the reaction product. The product is: [Br:14][C:15]1[CH:16]=[CH:17][C:18]([OH:23])=[C:19]([CH:22]=1)[CH2:20][N:4]1[CH2:5][CH2:6][N:1]([C:7]2[N:12]=[CH:11][NH:10][C:9](=[O:13])[CH:8]=2)[CH2:2][CH2:3]1. (3) Given the reactants [CH:1]1([CH2:6][C@H:7]([CH2:42][N:43]([CH:52]=[O:53])[O:44]CC2C=CC=CC=2)[C:8]([N:10]2[C@H:14]([C:15]([NH:17][C:18]3[CH:23]=[CH:22][N:21]=[C:20]([N:24]4[CH2:29][CH2:28][N:27]([CH3:30])[CH2:26][C@@H:25]4[CH3:31])[N:19]=3)=[O:16])[CH2:13][CH2:12][N:11]2C(OCC2C=CC=CC=2)=O)=[O:9])[CH2:5][CH2:4][CH2:3][CH2:2]1, predict the reaction product. The product is: [CH:1]1([CH2:6][C@H:7]([CH2:42][N:43]([CH:52]=[O:53])[OH:44])[C:8]([N:10]2[C@H:14]([C:15]([NH:17][C:18]3[CH:23]=[CH:22][N:21]=[C:20]([N:24]4[CH2:29][CH2:28][N:27]([CH3:30])[CH2:26][C@@H:25]4[CH3:31])[N:19]=3)=[O:16])[CH2:13][CH2:12][NH:11]2)=[O:9])[CH2:2][CH2:3][CH2:4][CH2:5]1.